This data is from Reaction yield outcomes from USPTO patents with 853,638 reactions. The task is: Predict the reaction yield, written as a fraction of the theoretical maximum amount of product (1.0 means a 100% yield; for example, 0.34 means a 34% yield). (1) The product is [CH:26]1([C:29]([O:1][C@@H:2]2[C@@H:10]([CH2:11][CH2:12][CH:13]([CH3:14])[CH3:15])[C@H:9]([CH3:16])[O:8][C:7](=[O:17])[C@@H:6]([NH:18][C:19]([O:20][C:21]([CH3:22])([CH3:24])[CH3:23])=[O:25])[CH2:5][O:4][CH2:3]2)=[O:30])[CH2:28][CH2:27]1. The reactants are [OH:1][C@@H:2]1[C@@H:10]([CH2:11][CH2:12][CH:13]([CH3:15])[CH3:14])[C@H:9]([CH3:16])[O:8][C:7](=[O:17])[C@@H:6]([NH:18][C:19](=[O:25])[O:20][C:21]([CH3:24])([CH3:23])[CH3:22])[CH2:5][O:4][CH2:3]1.[CH:26]1([C:29](Cl)=[O:30])[CH2:28][CH2:27]1.[NH4+].[Cl-]. The catalyst is CN(C1C=CN=CC=1)C.N1C=CC=CC=1.CCOCC. The yield is 0.830. (2) The reactants are [OH:1][C:2]1[CH:7]=[C:6]([OH:8])[CH:5]=[CH:4][C:3]=1[C:9](=[O:19])[CH2:10][C:11]1[CH:16]=[CH:15][C:14]([O:17][CH3:18])=[CH:13][CH:12]=1.[CH3:20]O. No catalyst specified. The product is [OH:1][C:2]1[CH:7]=[C:6]([O:8][CH3:20])[CH:5]=[CH:4][C:3]=1[C:9](=[O:19])[CH2:10][C:11]1[CH:16]=[CH:15][C:14]([O:17][CH3:18])=[CH:13][CH:12]=1. The yield is 0.810. (3) The reactants are [F:1][C:2]([F:7])([F:6])[C:3]([OH:5])=[O:4].[CH2:8]([S:10]([N:13]1[CH2:18][CH2:17][CH:16]([C:19]2[C:27]3[C:22](=[C:23]([C:43]([NH2:45])=[O:44])[CH:24]=[C:25]([C:28]4[CH:33]=[C:32]([CH2:34][NH:35][CH2:36][C@@H:37]5CCCO5)[CH:31]=[C:30]([F:42])[CH:29]=4)[CH:26]=3)[NH:21][CH:20]=2)[CH2:15][CH2:14]1)(=[O:12])=[O:11])[CH3:9].O1[CH2:50][CH2:49][CH2:48][C@H]1CN. No catalyst specified. The product is [F:1][C:2]([F:7])([F:6])[C:3]([OH:5])=[O:4].[CH2:8]([S:10]([N:13]1[CH2:14][CH2:15][CH:16]([C:19]2[C:27]3[C:22](=[C:23]([C:43]([NH2:45])=[O:44])[CH:24]=[C:25]([C:28]4[CH:33]=[C:32]([CH2:34][NH:35][C@@H:36]([CH3:37])[C:49]([CH3:48])([CH3:50])[CH3:2])[CH:31]=[C:30]([F:42])[CH:29]=4)[CH:26]=3)[NH:21][CH:20]=2)[CH2:17][CH2:18]1)(=[O:11])=[O:12])[CH3:9]. The yield is 0.347. (4) The reactants are [NH2:1][CH2:2][CH:3]1[C:7]2[CH:8]=[C:9]([C:12]3[C:20]4[C:15](=[CH:16][C:17]([F:21])=[CH:18][CH:19]=4)[NH:14][CH:13]=3)[CH:10]=[CH:11][C:6]=2[S:5](=[O:23])(=[O:22])[N:4]1[C:24]([CH3:27])([CH3:26])[CH3:25].C(N(CC)C(C)C)(C)C.[C:37](Cl)(=[O:40])[O:38][CH3:39]. The catalyst is C(Cl)Cl. The product is [C:24]([N:4]1[CH:3]([CH2:2][NH:1][C:37](=[O:40])[O:38][CH3:39])[C:7]2[CH:8]=[C:9]([C:12]3[C:20]4[C:15](=[CH:16][C:17]([F:21])=[CH:18][CH:19]=4)[NH:14][CH:13]=3)[CH:10]=[CH:11][C:6]=2[S:5]1(=[O:23])=[O:22])([CH3:27])([CH3:26])[CH3:25]. The yield is 0.930. (5) The product is [O:21]=[C:17]1[CH2:18][N:8]([C:6]([O:5][C:1]([CH3:4])([CH3:3])[CH3:2])=[O:7])[C@H:9]([C:10]([O:12][CH2:13][CH3:14])=[O:11])[CH2:15][CH2:16]1. The catalyst is C(Cl)Cl. The yield is 0.550. The reactants are [C:1]([O:5][C:6]([NH:8][C@@H:9]([CH2:15][CH2:16][C:17](=[O:21])[CH:18]=[N+]=[N-])[C:10]([O:12][CH2:13][CH3:14])=[O:11])=[O:7])([CH3:4])([CH3:3])[CH3:2].